Dataset: Full USPTO retrosynthesis dataset with 1.9M reactions from patents (1976-2016). Task: Predict the reactants needed to synthesize the given product. The reactants are: [C:1]1([N:7]([C:16]2[CH:21]=[CH:20][CH:19]=[CH:18][CH:17]=2)[C:8]2[CH:15]=[CH:14][C:11]([CH:12]=O)=[CH:10][CH:9]=2)[CH:6]=[CH:5][CH:4]=[CH:3][CH:2]=1.O1CCC[CH2:23]1.CC(C)([O-])C.[K+]. Given the product [C:1]1([N:7]([C:16]2[CH:21]=[CH:20][CH:19]=[CH:18][CH:17]=2)[C:8]2[CH:15]=[CH:14][C:11]([CH:12]=[CH2:23])=[CH:10][CH:9]=2)[CH:6]=[CH:5][CH:4]=[CH:3][CH:2]=1, predict the reactants needed to synthesize it.